Dataset: Catalyst prediction with 721,799 reactions and 888 catalyst types from USPTO. Task: Predict which catalyst facilitates the given reaction. (1) Reactant: C([O:8][C:9]1[CH:17]=[C:16]2[C:12]([CH:13]=[N:14][N:15]2[CH:18]2[CH2:23][CH2:22][CH2:21][CH2:20][O:19]2)=[CH:11][CH:10]=1)C1C=CC=CC=1.[CH3:24][N:25]([CH3:30])[C:26](=[O:29])[CH2:27][CH3:28]. Product: [OH:8][C:9]1[CH:17]=[C:16]2[C:12]([CH:13]=[N:14][N:15]2[CH:18]2[CH2:23][CH2:22][CH2:21][CH2:20][O:19]2)=[CH:11][CH:10]=1.[CH3:24][N:25]([CH3:30])[C:26](=[O:29])[CH2:27][CH3:28]. The catalyst class is: 1. (2) Reactant: [Cl:1][C:2]1[N:10]=[C:9]([Sn](CCCC)(CCCC)CCCC)[N:8]=[C:7]2[C:3]=1[N:4]=[CH:5][N:6]2[CH:24]1[CH2:28][CH2:27][CH2:26][O:25]1.[C:29](Cl)(=[O:34])[CH2:30][CH2:31][CH2:32][CH3:33].CCOC(C)=O.[F-].[K+]. Product: [Cl:1][C:2]1[N:10]=[C:9]([C:29](=[O:34])[CH2:30][CH2:31][CH2:32][CH3:33])[N:8]=[C:7]2[C:3]=1[N:4]=[CH:5][N:6]2[CH:24]1[CH2:28][CH2:27][CH2:26][O:25]1. The catalyst class is: 11. (3) Reactant: C(OC([N:8]1[CH2:13][C@@H:12]([N:14]([C:19]([C:21]2[N:22]=[N:23][N:24]([C:32]3[CH:37]=[CH:36][CH:35]=[CH:34][CH:33]=3)[C:25]=2[CH2:26][CH2:27][CH2:28][CH2:29][O:30][CH3:31])=[O:20])[CH2:15][CH:16]([CH3:18])[CH3:17])[CH2:11][C@@H:10]([C:38]([OH:40])=O)[CH2:9]1)=O)(C)(C)C.[CH3:41][C:42]1NN=[N:44][N:43]=1.C1(N=C=NC2CCCCC2)CCCCC1.O. Product: [CH3:31][O:30][CH2:29][CH2:28][CH2:27][CH2:26][C:25]1[N:24]([C:32]2[CH:33]=[CH:34][CH:35]=[CH:36][CH:37]=2)[N:23]=[N:22][C:21]=1[C:19]([N:14]([C@H:12]1[CH2:11][C@@H:10]([C:38]2[O:40][C:42]([CH3:41])=[N:43][N:44]=2)[CH2:9][NH:8][CH2:13]1)[CH2:15][CH:16]([CH3:17])[CH3:18])=[O:20]. The catalyst class is: 11. (4) Reactant: C(=O)(O)[O-].[Na+].[OH:6][CH:7]1[CH2:12][CH2:11][NH:10][CH2:9][CH2:8]1.Br[C:14]#[N:15]. Product: [OH:6][CH:7]1[CH2:12][CH2:11][N:10]([C:14]#[N:15])[CH2:9][CH2:8]1. The catalyst class is: 229. (5) Reactant: C(O/[CH:4]=[CH:5]/[C:6](=O)[C:7]([F:10])([F:9])[F:8])C.S(=O)(=O)(O)O.[CH3:17][NH:18][NH2:19].C(N(CC)CC)C. Product: [CH3:17][N:18]1[CH:4]=[CH:5][C:6]([C:7]([F:10])([F:9])[F:8])=[N:19]1. The catalyst class is: 5.